Binary classification across 12 toxicity assays. From a dataset of Tox21: 12 toxicity assays (nuclear receptors and stress response pathways). (1) The compound is Oc1ccccc1[Hg]Cl. It tested positive (active) for: NR-AR-LBD (Androgen Receptor Ligand Binding Domain agonist), and NR-ER-LBD (Estrogen Receptor Ligand Binding Domain agonist). (2) The drug is c1ccc(P(c2ccccc2)c2ccccc2)cc1. It tested positive (active) for: SR-HSE (Heat Shock Element response). (3) It tested positive (active) for: NR-ER (Estrogen Receptor agonist activity). The compound is CC(=O)CC(=O)c1ccccc1. (4) The compound is CCCOc1sc(C(=O)N2CCC(c3cc(CN)ccc3F)CC2)c(C)c1Br. It tested positive (active) for: NR-AR-LBD (Androgen Receptor Ligand Binding Domain agonist).